This data is from Catalyst prediction with 721,799 reactions and 888 catalyst types from USPTO. The task is: Predict which catalyst facilitates the given reaction. (1) Reactant: C([O:3][C:4](=[O:29])[C:5]([CH2:20][CH2:21][S:22][C:23]1[CH:28]=[CH:27][CH:26]=[CH:25][CH:24]=1)([CH2:11][CH2:12][S:13][C:14]1[CH:19]=[CH:18][CH:17]=[CH:16][CH:15]=1)[C:6]([O:8]CC)=[O:7])C.[OH-].[Li+]. Product: [C:23]1([S:22][CH2:21][CH2:20][C:5]([CH2:11][CH2:12][S:13][C:14]2[CH:15]=[CH:16][CH:17]=[CH:18][CH:19]=2)([C:4]([OH:29])=[O:3])[C:6]([OH:8])=[O:7])[CH:24]=[CH:25][CH:26]=[CH:27][CH:28]=1. The catalyst class is: 40. (2) Reactant: [Cl:1][C:2]1[CH:7]=[CH:6][C:5]([C:8]2[O:12][C:11]([C@@H:13]([NH2:15])[CH3:14])=[N:10][CH:9]=2)=[CH:4][CH:3]=1.[C:16]([O:20][C@@H:21]([C@H:23]1[CH2:27][O:26][C:25](=[O:28])[N:24]1[C:29]1[C:34]([F:35])=[CH:33][N:32]=[C:31](F)[N:30]=1)[CH3:22])([CH3:19])([CH3:18])[CH3:17].C(N(C(C)C)C(C)C)C. Product: [C:16]([O:20][C@@H:21]([C@H:23]1[CH2:27][O:26][C:25](=[O:28])[N:24]1[C:29]1[C:34]([F:35])=[CH:33][N:32]=[C:31]([NH:15][CH:13]([C:11]2[O:12][C:8]([C:5]3[CH:4]=[CH:3][C:2]([Cl:1])=[CH:7][CH:6]=3)=[CH:9][N:10]=2)[CH3:14])[N:30]=1)[CH3:22])([CH3:17])([CH3:18])[CH3:19]. The catalyst class is: 197.